This data is from Peptide-MHC class II binding affinity with 134,281 pairs from IEDB. The task is: Regression. Given a peptide amino acid sequence and an MHC pseudo amino acid sequence, predict their binding affinity value. This is MHC class II binding data. (1) The MHC is HLA-DQA10201-DQB10202 with pseudo-sequence HLA-DQA10201-DQB10202. The peptide sequence is FEIKCTKPEACSGEP. The binding affinity (normalized) is 0. (2) The peptide sequence is KGGRKPARLIVFPDLGVRVC. The MHC is DRB1_0101 with pseudo-sequence DRB1_0101. The binding affinity (normalized) is 0.550. (3) The peptide sequence is EKIEENGSMRVFVDVI. The MHC is DRB1_1101 with pseudo-sequence DRB1_1101. The binding affinity (normalized) is 0.137. (4) The peptide sequence is LTSYLGLTQPFLGLC. The MHC is HLA-DQA10601-DQB10402 with pseudo-sequence HLA-DQA10601-DQB10402. The binding affinity (normalized) is 0.384. (5) The peptide sequence is TPTSLLISWGHYPLH. The MHC is HLA-DQA10301-DQB10302 with pseudo-sequence HLA-DQA10301-DQB10302. The binding affinity (normalized) is 0. (6) The peptide sequence is CPFSNRVWNSFQIEE. The MHC is DRB5_0101 with pseudo-sequence DRB5_0101. The binding affinity (normalized) is 0. (7) The peptide sequence is TPDVSFFDSSFAPYL. The MHC is DRB5_0101 with pseudo-sequence DRB5_0101. The binding affinity (normalized) is 0.311.